This data is from Cav3 T-type calcium channel HTS with 100,875 compounds. The task is: Binary Classification. Given a drug SMILES string, predict its activity (active/inactive) in a high-throughput screening assay against a specified biological target. (1) The compound is O(c1c(cccc1OC)/C=N\n1c(nnc1C)C)C. The result is 0 (inactive). (2) The compound is O=C1NC2(CCCCC2)Cc2c1cccc2. The result is 0 (inactive). (3) The drug is S1(=O)(=O)CC(N(CC(C)C)C(=O)COC(=O)c2ccc(n3nc(cc3C)C)cc2)CC1. The result is 0 (inactive). (4) The compound is S(=O)(=O)(N1CCc2c(C1)cccc2)c1cc2CCN(c2cc1)C(=O)C. The result is 0 (inactive). (5) The drug is O=C(N1CCc2c(C1)cccc2)CN(C1CCCCC1)C1CCCCC1. The result is 1 (active). (6) The drug is Clc1c([N+]([O-])=O)cc(cc1)/C=N\NC(=O)c1cc2[nH]cnc2cc1. The result is 0 (inactive). (7) The molecule is O=C(N(C1(CCCC1)c1n(nnn1)CCOC(=O)Nc1c2c(ccc1)cccc2)C)COC. The result is 0 (inactive). (8) The drug is O(C(=O)C1(N(CC2C1c1c(n(c(c1)C(=O)N1CCCC1)CCO)C2)C(=O)c1ccccc1)Cc1ccc(OC)cc1)C. The result is 0 (inactive).